This data is from Reaction yield outcomes from USPTO patents with 853,638 reactions. The task is: Predict the reaction yield, written as a fraction of the theoretical maximum amount of product (1.0 means a 100% yield; for example, 0.34 means a 34% yield). (1) The reactants are [N:1]1[C:5]2[CH:6]=[CH:7][CH:8]=[CH:9][C:4]=2[NH:3][C:2]=1[S:10]([CH2:13][CH2:14][N:15]1[CH2:20][CH2:19][NH:18][CH2:17][CH2:16]1)(=[O:12])=[O:11].C(=O)([O-])[O-].[K+].[K+].Br[CH2:28][C:29]([NH:31][C:32]1[C:33]([S:41][CH3:42])=[N:34][C:35]([CH3:40])=[CH:36][C:37]=1[S:38][CH3:39])=[O:30]. The catalyst is CN(C=O)C.O. The product is [N:1]1[C:5]2[CH:6]=[CH:7][CH:8]=[CH:9][C:4]=2[NH:3][C:2]=1[S:10]([CH2:13][CH2:14][N:15]1[CH2:20][CH2:19][N:18]([CH2:28][C:29]([NH:31][C:32]2[C:33]([S:41][CH3:42])=[N:34][C:35]([CH3:40])=[CH:36][C:37]=2[S:38][CH3:39])=[O:30])[CH2:17][CH2:16]1)(=[O:12])=[O:11]. The yield is 0.640. (2) The reactants are [F:1][C:2]1[CH:35]=[C:34]([N+:36]([O-:38])=[O:37])[CH:33]=[CH:32][C:3]=1[O:4][C:5]1[CH:10]=[CH:9][N:8]=[C:7]2[CH:11]=[C:12]([C:14]3[N:15]([CH3:31])[C:16]([CH2:19][NH:20][CH2:21][CH2:22][CH2:23][C:24]([O:26]C(C)(C)C)=[O:25])=[CH:17][N:18]=3)[S:13][C:6]=12.Cl. The catalyst is C(Cl)Cl. The product is [F:1][C:2]1[CH:35]=[C:34]([N+:36]([O-:38])=[O:37])[CH:33]=[CH:32][C:3]=1[O:4][C:5]1[CH:10]=[CH:9][N:8]=[C:7]2[CH:11]=[C:12]([C:14]3[N:15]([CH3:31])[C:16]([CH2:19][NH:20][CH2:21][CH2:22][CH2:23][C:24]([OH:26])=[O:25])=[CH:17][N:18]=3)[S:13][C:6]=12. The yield is 1.00. (3) The reactants are [C:1]([C:3]1[N:8]=[C:7]([NH:9][C:10]2[N:15]=[C:14]([N:16]([CH:26]3[CH2:28][CH2:27]3)CC3C=CC(OC)=CC=3)[C:13]3=[N:29][CH:30]=[C:31]([C:32]#[N:33])[N:12]3[N:11]=2)[CH:6]=[CH:5][CH:4]=1)#[N:2].C1(OC)C=CC=CC=1.C(O)(C(F)(F)F)=O. The catalyst is ClCCl. The product is [C:1]([C:3]1[N:8]=[C:7]([NH:9][C:10]2[N:15]=[C:14]([NH:16][CH:26]3[CH2:27][CH2:28]3)[C:13]3=[N:29][CH:30]=[C:31]([C:32]#[N:33])[N:12]3[N:11]=2)[CH:6]=[CH:5][CH:4]=1)#[N:2]. The yield is 0.0200.